From a dataset of Full USPTO retrosynthesis dataset with 1.9M reactions from patents (1976-2016). Predict the reactants needed to synthesize the given product. (1) Given the product [F:1][C:2]1[CH:3]=[C:4]([C:9]2[C:13]([CH2:14][O:15][C:16]3[CH:24]=[CH:23][C:19]([C:20]([NH:59][C:60]([CH3:64])([CH3:63])[CH2:61][OH:62])=[O:21])=[CH:18][N:17]=3)=[C:12]([CH2:25][OH:26])[O:11][N:10]=2)[CH:5]=[CH:6][C:7]=1[F:8], predict the reactants needed to synthesize it. The reactants are: [F:1][C:2]1[CH:3]=[C:4]([C:9]2[C:13]([CH2:14][O:15][C:16]3[CH:24]=[CH:23][C:19]([C:20](O)=[O:21])=[CH:18][N:17]=3)=[C:12]([CH2:25][OH:26])[O:11][N:10]=2)[CH:5]=[CH:6][C:7]=1[F:8].O.ON1C2C=CC=CC=2N=N1.C(N(C(C)C)C(C)C)C.Cl.CN(C)CCCN=C=NCC.[NH2:59][C:60]([CH3:64])([CH3:63])[CH2:61][OH:62]. (2) Given the product [Cl:52][C:53]1[CH:58]=[CH:57][CH:56]=[CH:55][C:54]=1[CH2:59][N:4]1[C:5]2=[N:11][N:10]([CH2:12][C:13]3[C:22]4[C:17](=[CH:18][CH:19]=[CH:20][CH:21]=4)[CH:16]=[CH:15][CH:14]=3)[C:9]([C:23]3[CH:24]=[C:25]([CH:29]=[CH:30][CH:31]=3)[C:26]([OH:28])=[O:27])=[C:6]2[C:7](=[O:8])[N:2]([CH3:1])[C:3]1=[O:32], predict the reactants needed to synthesize it. The reactants are: [CH3:1][N:2]1[C:7](=[O:8])[C:6]2=[C:9]([C:23]3[CH:24]=[C:25]([CH:29]=[CH:30][CH:31]=3)[C:26]([OH:28])=[O:27])[N:10]([CH2:12][C:13]3[C:22]4[C:17](=[CH:18][CH:19]=[CH:20][CH:21]=4)[CH:16]=[CH:15][CH:14]=3)[N:11]=[C:5]2[NH:4][C:3]1=[O:32].C1(P(C2C=CC=CC=2)C2C=CC=CC=2)C=CC=CC=1.[Cl:52][C:53]1[CH:58]=[CH:57][CH:56]=[CH:55][C:54]=1[CH2:59]O.